From a dataset of Forward reaction prediction with 1.9M reactions from USPTO patents (1976-2016). Predict the product of the given reaction. (1) Given the reactants [CH3:1][N:2]1[CH:8]2[CH2:9][CH2:10][CH:3]1[CH2:4][N:5]([S:11]([NH2:14])(=[O:13])=[O:12])[CH2:6][CH2:7]2.C1(P(C2CCCCC2)C2C=CC=CC=2C2C(C(C)C)=CC(C(C)C)=CC=2C(C)C)CCCCC1.C(=O)([O-])[O-].[Cs+].[Cs+].[CH2:55]([O:57][C:58](=[O:79])[C@H:59]([O:61][C:62]1[CH:67]=[C:66](Cl)[N:65]=[C:64]([S:69][CH2:70][C:71]2[CH:76]=[CH:75][CH:74]=[C:73]([F:77])[C:72]=2[F:78])[N:63]=1)[CH3:60])[CH3:56], predict the reaction product. The product is: [F:78][C:72]1[C:73]([F:77])=[CH:74][CH:75]=[CH:76][C:71]=1[CH2:70][S:69][C:64]1[N:63]=[C:62]([O:61][C@H:59]([CH3:60])[C:58]([O:57][CH2:55][CH3:56])=[O:79])[CH:67]=[C:66]([NH:14][S:11]([N:5]2[CH2:6][CH2:7][CH:8]3[N:2]([CH3:1])[CH:3]([CH2:10][CH2:9]3)[CH2:4]2)(=[O:13])=[O:12])[N:65]=1. (2) Given the reactants C([O:5][C:6]([C:8]1[C:9]([C:14]2[CH:19]=[CH:18][C:17]([CH2:20][N:21]([CH2:28][CH2:29][NH:30]C(OC(C)(C)C)=O)[C:22](=[O:27])[CH2:23][CH2:24][CH2:25][CH3:26])=[CH:16][CH:15]=2)=[CH:10][CH:11]=[CH:12][CH:13]=1)=[O:7])(C)(C)C.Cl, predict the reaction product. The product is: [NH2:30][CH2:29][CH2:28][N:21]([CH2:20][C:17]1[CH:16]=[CH:15][C:14]([C:9]2[C:8]([C:6]([OH:7])=[O:5])=[CH:13][CH:12]=[CH:11][CH:10]=2)=[CH:19][CH:18]=1)[C:22](=[O:27])[CH2:23][CH2:24][CH2:25][CH3:26].